This data is from Catalyst prediction with 721,799 reactions and 888 catalyst types from USPTO. The task is: Predict which catalyst facilitates the given reaction. (1) Reactant: O[C@@:2]([C@@H:15]1[CH2:20][CH2:19][CH2:18][N:17]([C:21]([NH:23][C@@H:24]([CH2:37][CH:38]2[CH2:43][CH2:42][CH2:41][CH2:40][CH2:39]2)[CH2:25][N:26]([CH3:36])[C:27](=[O:35])[O:28][CH2:29][CH2:30][Si:31]([CH3:34])([CH3:33])[CH3:32])=[O:22])[CH2:16]1)([C:9]1[CH:14]=[CH:13][CH:12]=[CH:11][CH:10]=1)[CH2:3][CH2:4][CH2:5][CH2:6][O:7][CH3:8].C(N(S(F)(F)[F:50])CC)C.C(=O)=O.CC(C)=O. Product: [F:50][C:2]([C@@H:15]1[CH2:20][CH2:19][CH2:18][N:17]([C:21]([NH:23][C@@H:24]([CH2:37][CH:38]2[CH2:43][CH2:42][CH2:41][CH2:40][CH2:39]2)[CH2:25][N:26]([CH3:36])[C:27](=[O:35])[O:28][CH2:29][CH2:30][Si:31]([CH3:34])([CH3:33])[CH3:32])=[O:22])[CH2:16]1)([C:9]1[CH:14]=[CH:13][CH:12]=[CH:11][CH:10]=1)[CH2:3][CH2:4][CH2:5][CH2:6][O:7][CH3:8]. The catalyst class is: 2. (2) Reactant: [Br:1][C:2]1[C:10]2[C:5](=[N:6][CH:7]=[N:8][C:9]=2Cl)[NH:4][N:3]=1.[O:12]([C:19]1[CH:24]=[CH:23][C:22]([OH:25])=[CH:21][CH:20]=1)[C:13]1[CH:18]=[CH:17][CH:16]=[CH:15][CH:14]=1.C(=O)([O-])[O-].[Cs+].[Cs+]. Product: [Br:1][C:2]1[C:10]2[C:5](=[N:6][CH:7]=[N:8][C:9]=2[O:25][C:22]2[CH:21]=[CH:20][C:19]([O:12][C:13]3[CH:18]=[CH:17][CH:16]=[CH:15][CH:14]=3)=[CH:24][CH:23]=2)[NH:4][N:3]=1. The catalyst class is: 514. (3) Reactant: [NH2:1][C:2](=[O:65])[C@@H:3]([NH:25][C:26](=[O:64])[C@@H:27]([NH:56][C:57]([O:59][C:60]([CH3:63])([CH3:62])[CH3:61])=[O:58])[CH2:28][CH2:29][NH:30][C:31]([O:33][C:34]1[CH:55]=[CH:54][C:37]([CH2:38][C@@H:39]([C:48]([O:50]CC=C)=[O:49])[NH:40][C:41]([O:43][C:44]([CH3:47])([CH3:46])[CH3:45])=[O:42])=[CH:36][CH:35]=1)=[O:32])[CH2:4][S:5][C:6]([C:19]1[CH:24]=[CH:23][CH:22]=[CH:21][CH:20]=1)([C:13]1[CH:18]=[CH:17][CH:16]=[CH:15][CH:14]=1)[C:7]1[CH:12]=[CH:11][CH:10]=[CH:9][CH:8]=1.C(N(CC)CC)C.C(O)=O. Product: [NH2:1][C:2](=[O:65])[C@@H:3]([NH:25][C:26](=[O:64])[C@@H:27]([NH:56][C:57]([O:59][C:60]([CH3:63])([CH3:62])[CH3:61])=[O:58])[CH2:28][CH2:29][NH:30][C:31]([O:33][C:34]1[CH:55]=[CH:54][C:37]([CH2:38][C@@H:39]([C:48]([OH:50])=[O:49])[NH:40][C:41]([O:43][C:44]([CH3:47])([CH3:46])[CH3:45])=[O:42])=[CH:36][CH:35]=1)=[O:32])[CH2:4][S:5][C:6]([C:13]1[CH:18]=[CH:17][CH:16]=[CH:15][CH:14]=1)([C:7]1[CH:12]=[CH:11][CH:10]=[CH:9][CH:8]=1)[C:19]1[CH:24]=[CH:23][CH:22]=[CH:21][CH:20]=1. The catalyst class is: 30. (4) Reactant: [CH3:1][C:2]1[CH:7]=[CH:6][N:5]=[C:4]([C:8]2[CH:17]=[CH:16][C:11]([C:12]([O:14][CH3:15])=[O:13])=[CH:10][CH:9]=2)[CH:3]=1.Cl.N#N. Product: [CH3:1][C@@H:2]1[CH2:7][CH2:6][NH:5][C@H:4]([C:8]2[CH:17]=[CH:16][C:11]([C:12]([O:14][CH3:15])=[O:13])=[CH:10][CH:9]=2)[CH2:3]1. The catalyst class is: 458.